This data is from Reaction yield outcomes from USPTO patents with 853,638 reactions. The task is: Predict the reaction yield, written as a fraction of the theoretical maximum amount of product (1.0 means a 100% yield; for example, 0.34 means a 34% yield). (1) The reactants are S(Cl)(Cl)=O.[CH2:5]([O:12][C:13]1[CH:26]=[CH:25][C:16]([C:17]([NH:19][C:20]([CH3:24])([CH3:23])[CH2:21][OH:22])=O)=[CH:15][CH:14]=1)[C:6]1[CH:11]=[CH:10][CH:9]=[CH:8][CH:7]=1. The catalyst is C(Cl)(Cl)Cl. The product is [CH2:5]([O:12][C:13]1[CH:26]=[CH:25][C:16]([C:17]2[O:22][CH2:21][C:20]([CH3:24])([CH3:23])[N:19]=2)=[CH:15][CH:14]=1)[C:6]1[CH:11]=[CH:10][CH:9]=[CH:8][CH:7]=1. The yield is 0.990. (2) The reactants are [I:1][C:2]1[CH:7]=[CH:6][C:5]([CH:8]([NH:13]S(C(C)(C)C)=O)[CH2:9][CH:10]([CH3:12])[CH3:11])=[CH:4][CH:3]=1.[ClH:20].O1CCOCC1. The yield is 1.00. The product is [ClH:20].[I:1][C:2]1[CH:3]=[CH:4][C:5]([CH:8]([NH2:13])[CH2:9][CH:10]([CH3:11])[CH3:12])=[CH:6][CH:7]=1. The catalyst is CO. (3) The reactants are [Br:1][C:2]1[CH:14]=[CH:13][C:12]2[C:11]3[C:6](=[CH:7][C:8]([Br:15])=[CH:9][CH:10]=3)[CH2:5][C:4]=2[CH:3]=1.[CH2:16]([Li])CCC.CI.ClCCl. The catalyst is C1COCC1.O. The product is [Br:1][C:2]1[CH:14]=[CH:13][C:12]2[C:11]3[C:6](=[CH:7][C:8]([Br:15])=[CH:9][CH:10]=3)[CH:5]([CH3:16])[C:4]=2[CH:3]=1. The yield is 0.700. (4) The catalyst is CCO.CC(O)=O. The reactants are [NH:1]([C:3]1[CH:8]=[C:7]([C:9]#[N:10])[CH:6]=[CH:5][N:4]=1)[NH2:2].C([O:13][C:14](=O)[CH:15]([CH3:19])[C:16](=O)[CH3:17])C. The product is [OH:13][C:14]1[N:1]([C:3]2[CH:8]=[C:7]([C:9]#[N:10])[CH:6]=[CH:5][N:4]=2)[N:2]=[C:16]([CH3:17])[C:15]=1[CH3:19]. The yield is 0.470.